Dataset: Full USPTO retrosynthesis dataset with 1.9M reactions from patents (1976-2016). Task: Predict the reactants needed to synthesize the given product. (1) Given the product [OH:26][C@H:3]1[C@H:2]([O:1][CH2:27][CH3:28])[C:11]2[C:10]([CH2:12][O:13][CH3:14])=[CH:9][N:8]3[C:15]([CH3:19])=[C:16]([CH3:18])[N:17]=[C:7]3[C:6]=2[NH:5][C@@H:4]1[C:20]1[CH:21]=[CH:22][CH:23]=[CH:24][CH:25]=1, predict the reactants needed to synthesize it. The reactants are: [OH:1][C@@H:2]1[C:11]2[C:10]([CH2:12][O:13][CH3:14])=[CH:9][N:8]3[C:15]([CH3:19])=[C:16]([CH3:18])[N:17]=[C:7]3[C:6]=2[NH:5][C@H:4]([C:20]2[CH:25]=[CH:24][CH:23]=[CH:22][CH:21]=2)[C@H:3]1[OH:26].[CH2:27](O)[CH3:28]. (2) Given the product [Cl:22][C:16]1[CH:17]=[C:18]([Cl:21])[CH:19]=[CH:20][C:15]=1[CH2:14][N:13]1[C:3]2[CH:4]=[C:5]([C:6]([O:8][CH2:9][CH3:10])=[O:7])[CH:11]=[CH:12][C:2]=2[N:1]=[N:32]1, predict the reactants needed to synthesize it. The reactants are: [NH2:1][C:2]1[CH:12]=[CH:11][C:5]([C:6]([O:8][CH2:9][CH3:10])=[O:7])=[CH:4][C:3]=1[NH:13][CH2:14][C:15]1[CH:20]=[CH:19][C:18]([Cl:21])=[CH:17][C:16]=1[Cl:22].S(=O)(=O)(O)O.C(O)(=O)C.[N:32]([O-])=O.[Na+].